From a dataset of Catalyst prediction with 721,799 reactions and 888 catalyst types from USPTO. Predict which catalyst facilitates the given reaction. (1) Reactant: [NH2:1][C@:2]12[CH2:45][CH2:44][C@@H:43]([C:46]([CH3:48])=[CH2:47])[C@@H:3]1[C@@H:4]1[C@@:17]([CH3:20])([CH2:18][CH2:19]2)[C@@:16]2([CH3:21])[C@@H:7]([C@:8]3([CH3:42])[C@@H:13]([CH2:14][CH2:15]2)[C:12]([CH3:23])([CH3:22])[C:11]([C:24]2[CH2:29][CH2:28][C@@:27]([CH2:40][F:41])([C:30]([O:32][CH2:33][C:34]4[CH:39]=[CH:38][CH:37]=[CH:36][CH:35]=4)=[O:31])[CH2:26][CH:25]=2)=[CH:10][CH2:9]3)[CH2:6][CH2:5]1.Br[CH2:50][CH2:51][N:52]1[CH2:56][CH2:55][O:54][C:53]1=[O:57].[O-]P([O-])([O-])=O.[K+].[K+].[K+].[I-].[K+]. The catalyst class is: 192. Product: [F:41][CH2:40][C@@:27]1([C:30]([O:32][CH2:33][C:34]2[CH:35]=[CH:36][CH:37]=[CH:38][CH:39]=2)=[O:31])[CH2:28][CH2:29][C:24]([C:11]2[C:12]([CH3:22])([CH3:23])[C@H:13]3[C@:8]([CH3:42])([CH2:9][CH:10]=2)[C@@H:7]2[C@:16]([CH3:21])([C@@:17]4([CH3:20])[C@H:4]([CH2:5][CH2:6]2)[C@H:3]2[C@H:43]([C:46]([CH3:48])=[CH2:47])[CH2:44][CH2:45][C@:2]2([NH:1][CH2:50][CH2:51][N:52]2[CH2:56][CH2:55][O:54][C:53]2=[O:57])[CH2:19][CH2:18]4)[CH2:15][CH2:14]3)=[CH:25][CH2:26]1. (2) Reactant: C[O:2][C:3](=[O:32])[CH2:4][C:5]1[CH:14]=[C:13]([CH:15]2[CH2:20][CH2:19][N:18]([S:21]([C:24]3[CH:29]=[CH:28][C:27]([Cl:30])=[CH:26][CH:25]=3)(=[O:23])=[O:22])[CH2:17][CH2:16]2)[C:12]2[C:7](=[CH:8][CH:9]=[C:10]([F:31])[CH:11]=2)[CH:6]=1.O.[OH-].[Li+]. Product: [Cl:30][C:27]1[CH:26]=[CH:25][C:24]([S:21]([N:18]2[CH2:19][CH2:20][CH:15]([C:13]3[C:12]4[C:7](=[CH:8][CH:9]=[C:10]([F:31])[CH:11]=4)[CH:6]=[C:5]([CH2:4][C:3]([OH:32])=[O:2])[CH:14]=3)[CH2:16][CH2:17]2)(=[O:22])=[O:23])=[CH:29][CH:28]=1. The catalyst class is: 20. (3) Reactant: [F:1][C:2]1[CH:7]=[CH:6][C:5]([CH:8]([C:13]2[CH:18]=[CH:17][C:16]([F:19])=[CH:15][CH:14]=2)[CH2:9][CH2:10][CH2:11]I)=[CH:4][CH:3]=1.CC(C)([O-])C.[K+]. Product: [F:1][C:2]1[CH:3]=[CH:4][C:5]([CH:8]([C:13]2[CH:14]=[CH:15][C:16]([F:19])=[CH:17][CH:18]=2)[CH2:9][CH:10]=[CH2:11])=[CH:6][CH:7]=1. The catalyst class is: 1. (4) Product: [NH:10]1[C:14]2=[N:15][CH:16]=[CH:17][CH:18]=[C:13]2[CH:12]=[CH:11]1. Reactant: C1(S([N:10]2[C:14]3=[N:15][CH:16]=[CH:17][CH:18]=[C:13]3[CH:12]=[C:11]2C(C2C=NC(OC)=CC=2)=CC2CCCC2)(=O)=O)C=CC=CC=1.C(O)C.O1CCCC1.[OH-].[Na+]. The catalyst class is: 13. (5) Reactant: Br[C:2]1[CH:14]=[C:13]([CH:15]=[CH2:16])[CH:12]=[CH:11][C:3]=1[C:4]([O:6][C:7]([CH3:10])([CH3:9])[CH3:8])=[O:5].[C:17]([Cu])#[N:18]. Product: [C:17]([C:2]1[CH:14]=[C:13]([CH:15]=[CH2:16])[CH:12]=[CH:11][C:3]=1[C:4]([O:6][C:7]([CH3:10])([CH3:9])[CH3:8])=[O:5])#[N:18]. The catalyst class is: 18. (6) Product: [N:1]1[CH:6]=[CH:5][CH:4]=[CH:3][C:2]=1[C:7]1[CH:8]=[CH:9][C:10]([C:18](=[O:27])[CH2:25][CH3:26])=[CH:11][CH:12]=1. The catalyst class is: 16. Reactant: [N:1]1[CH:6]=[CH:5][CH:4]=[CH:3][C:2]=1[C:7]1[CH:12]=[CH:11][CH:10]=[CH:9][C:8]=1C(O)CC.Cl[CH2:18]Cl.C(N([CH2:25][CH3:26])CC)C.[OH2:27]. (7) The catalyst class is: 183. Product: [OH:17][C:13]1[CH:12]=[C:11](/[C:4](/[CH2:3][O:2][CH3:1])=[CH:5]/[C:6]([O:8][CH2:9][CH3:10])=[O:7])[CH:16]=[CH:15][CH:14]=1. Reactant: [CH3:1][O:2][CH2:3]/[C:4](/[C:11]1[CH:16]=[CH:15][CH:14]=[C:13]([O:17]C2CCCCO2)[CH:12]=1)=[CH:5]\[C:6]([O:8][CH2:9][CH3:10])=[O:7].